This data is from Reaction yield outcomes from USPTO patents with 853,638 reactions. The task is: Predict the reaction yield, written as a fraction of the theoretical maximum amount of product (1.0 means a 100% yield; for example, 0.34 means a 34% yield). The reactants are C[O:2][C:3]1[CH:4]=[C:5]2[C:16](=[CH:17][CH:18]=1)[C:8]1[N:9]([CH2:12][CH:13]([NH2:15])[CH3:14])[N:10]=[CH:11][C:7]=1[CH2:6]2.[B-](Br)(Br)(Br)[S+](C)C.C1COCC1.C([O-])(O)=O.[Na+]. The catalyst is ClCCCl. The product is [NH2:15][CH:13]([CH3:14])[CH2:12][N:9]1[C:8]2[C:16]3[C:5]([CH2:6][C:7]=2[CH:11]=[N:10]1)=[CH:4][C:3]([OH:2])=[CH:18][CH:17]=3. The yield is 0.130.